Predict the reactants needed to synthesize the given product. From a dataset of Full USPTO retrosynthesis dataset with 1.9M reactions from patents (1976-2016). The reactants are: [Cl:1][C:2]1[CH:7]=[CH:6][CH:5]=[CH:4][C:3]=1[NH:8][CH:9]1[CH2:14][CH2:13][N:12]([C:15](=[O:39])[CH2:16][NH:17][C:18]([C:20]2[CH:24]=[C:23]([C:25]3[CH:30]=[CH:29][CH:28]=[CH:27][C:26]=3[O:31]CC3C=CC=CC=3)[O:22][N:21]=2)=[O:19])[CH2:11][CH2:10]1. Given the product [Cl:1][C:2]1[CH:7]=[CH:6][CH:5]=[CH:4][C:3]=1[NH:8][CH:9]1[CH2:14][CH2:13][N:12]([C:15](=[O:39])[CH2:16][NH:17][C:18]([C:20]2[CH:24]=[C:23]([C:25]3[CH:30]=[CH:29][CH:28]=[CH:27][C:26]=3[OH:31])[O:22][N:21]=2)=[O:19])[CH2:11][CH2:10]1, predict the reactants needed to synthesize it.